Dataset: Full USPTO retrosynthesis dataset with 1.9M reactions from patents (1976-2016). Task: Predict the reactants needed to synthesize the given product. (1) The reactants are: [C:1]([NH:5][C:6]([C:8]1[CH:9]=[N:10][N:11]2[CH:16]=[CH:15][C:14]([N:17]3[CH2:21][CH2:20][CH2:19][C@@H:18]3[C:22]3[C:23]([O:29]C)=[N:24][CH:25]=[C:26]([F:28])[CH:27]=3)=[N:13][C:12]=12)=[O:7])([CH3:4])([CH3:3])[CH3:2].Cl. Given the product [C:1]([NH:5][C:6]([C:8]1[CH:9]=[N:10][N:11]2[CH:16]=[CH:15][C:14]([N:17]3[CH2:21][CH2:20][CH2:19][C@@H:18]3[C:22]3[C:23](=[O:29])[NH:24][CH:25]=[C:26]([F:28])[CH:27]=3)=[N:13][C:12]=12)=[O:7])([CH3:4])([CH3:2])[CH3:3], predict the reactants needed to synthesize it. (2) Given the product [Cl:28][C:29]1[CH:30]=[C:31]([C:35]2[CH:36]=[CH:37][C:38]3[C:44](=[O:45])[C:43]([CH3:46])([CH3:47])[CH2:42][CH2:41][N:40]([C:17]([NH:8][C:7]4[CH:6]=[CH:5][N:4]=[CH:3][C:2]=4[F:1])=[O:19])[C:39]=3[N:48]=2)[CH:32]=[CH:33][CH:34]=1, predict the reactants needed to synthesize it. The reactants are: [F:1][C:2]1[CH:3]=[N:4][CH:5]=[CH:6][C:7]=1[NH2:8].C(N(CC)CC)C.Cl[C:17](Cl)([O:19]C(=O)OC(Cl)(Cl)Cl)Cl.[Cl:28][C:29]1[CH:30]=[C:31]([C:35]2[CH:36]=[CH:37][C:38]3[C:44](=[O:45])[C:43]([CH3:47])([CH3:46])[CH2:42][CH2:41][NH:40][C:39]=3[N:48]=2)[CH:32]=[CH:33][CH:34]=1.C(=O)(O)[O-].[Na+]. (3) Given the product [CH3:5][C:6]1([CH3:26])[CH2:7][C:8]([C:16]2[CH:21]=[C:20]([OH:22])[CH:19]=[CH:18][C:17]=2[OH:24])([C:10]2[CH:11]=[CH:12][CH:13]=[CH:14][CH:15]=2)[CH2:9]1, predict the reactants needed to synthesize it. The reactants are: B(Br)(Br)Br.[CH3:5][C:6]1([CH3:26])[CH2:9][C:8]([C:16]2[CH:21]=[C:20]([O:22]C)[CH:19]=[CH:18][C:17]=2[O:24]C)([C:10]2[CH:15]=[CH:14][CH:13]=[CH:12][CH:11]=2)[CH2:7]1.O. (4) Given the product [CH3:59][NH:58][C:56]([C@@H:55]([NH:54][C:13](=[O:14])[C@@H:12]([NH:11][C:9](=[O:10])[C@H:8]([NH:43][C:44](=[O:53])[CH2:45][CH2:46][C:47]1[CH:52]=[CH:51][CH:50]=[CH:49][CH:48]=1)[CH2:7][C:1]1[CH:2]=[CH:3][CH:4]=[CH:5][CH:6]=1)[CH2:16][CH2:17][CH2:18][C:19]1[N:20]=[CH:21][N:22]([C:24]([C:37]2[CH:38]=[CH:39][CH:40]=[CH:41][CH:42]=2)([C:25]2[CH:30]=[CH:29][CH:28]=[CH:27][CH:26]=2)[C:31]2[CH:32]=[CH:33][CH:34]=[CH:35][CH:36]=2)[CH:23]=1)[CH2:60][C:61]1[CH:70]=[CH:69][C:68]2[C:63](=[CH:64][CH:65]=[CH:66][CH:67]=2)[CH:62]=1)=[O:57], predict the reactants needed to synthesize it. The reactants are: [C:1]1([CH2:7][C@@H:8]([NH:43][C:44](=[O:53])[CH2:45][CH2:46][C:47]2[CH:52]=[CH:51][CH:50]=[CH:49][CH:48]=2)[C:9]([NH:11][CH:12]([CH2:16][CH2:17][CH2:18][C:19]2[N:20]=[CH:21][N:22]([C:24]([C:37]3[CH:42]=[CH:41][CH:40]=[CH:39][CH:38]=3)([C:31]3[CH:36]=[CH:35][CH:34]=[CH:33][CH:32]=3)[C:25]3[CH:30]=[CH:29][CH:28]=[CH:27][CH:26]=3)[CH:23]=2)[C:13](O)=[O:14])=[O:10])[CH:6]=[CH:5][CH:4]=[CH:3][CH:2]=1.[NH2:54][C@@H:55]([CH2:60][C:61]1[CH:70]=[CH:69][C:68]2[C:63](=[CH:64][CH:65]=[CH:66][CH:67]=2)[CH:62]=1)[C:56]([NH:58][CH3:59])=[O:57].C1CN([P+](ON2N=NC3C=CC=CC2=3)(N2CCCC2)N2CCCC2)CC1.F[P-](F)(F)(F)(F)F.C(N(CC)CC)C. (5) Given the product [S:30]1[CH:31]=[CH:32][N:33]=[C:29]1[NH:28][C:12]([C:14]1[C:22]2[C:17](=[N:18][CH:19]=[CH:20][CH:21]=2)[N:16]([CH2:4][CH:9]2[CH2:8][CH2:7]2)[CH:15]=1)=[O:13], predict the reactants needed to synthesize it. The reactants are: N1[C:9]2[C:4](=CC=[CH:7][CH:8]=2)C=N1.CO[C:12]([C:14]1[C:22]2[C:17](=[N:18][CH:19]=[CH:20][CH:21]=2)[NH:16][CH:15]=1)=[O:13].C1(CBr)CC1.[NH2:28][C:29]1[S:30][CH:31]=[CH:32][N:33]=1. (6) Given the product [Cl:15][C:12]1[CH:13]=[CH:14][C:9]([O:8][CH2:7][C:6]([OH:5])=[O:18])=[C:10]([C:16]#[C:17][C:20]2[CH:25]=[N:24][CH:23]=[C:22]([S:26]([N:29]3[CH2:30][CH2:31][O:32][CH2:33][CH2:34]3)(=[O:28])=[O:27])[CH:21]=2)[CH:11]=1, predict the reactants needed to synthesize it. The reactants are: C([O:5][C:6](=[O:18])[CH2:7][O:8][C:9]1[CH:14]=[CH:13][C:12]([Cl:15])=[CH:11][C:10]=1[C:16]#[CH:17])(C)(C)C.Br[C:20]1[CH:21]=[C:22]([S:26]([N:29]2[CH2:34][CH2:33][O:32][CH2:31][CH2:30]2)(=[O:28])=[O:27])[CH:23]=[N:24][CH:25]=1.